Dataset: Full USPTO retrosynthesis dataset with 1.9M reactions from patents (1976-2016). Task: Predict the reactants needed to synthesize the given product. Given the product [CH2:28]([O:27][P:26]([CH2:31][C:32]1[CH:37]=[CH:36][C:35]([NH:38][C:2]2[N:7]=[C:6]([NH:8][C:9]3[CH:18]=[CH:17][CH:16]=[CH:15][C:10]=3[C:11](=[O:12])[NH:13][CH3:14])[C:5]([C:19]([F:22])([F:21])[F:20])=[CH:4][N:3]=2)=[C:34]([O:39][CH3:40])[CH:33]=1)(=[O:30])[O:25][CH2:23][CH3:24])[CH3:29], predict the reactants needed to synthesize it. The reactants are: Cl[C:2]1[N:7]=[C:6]([NH:8][C:9]2[CH:18]=[CH:17][CH:16]=[CH:15][C:10]=2[C:11]([NH:13][CH3:14])=[O:12])[C:5]([C:19]([F:22])([F:21])[F:20])=[CH:4][N:3]=1.[CH2:23]([O:25][P:26]([CH2:31][C:32]1[CH:37]=[CH:36][C:35]([NH2:38])=[C:34]([O:39][CH3:40])[CH:33]=1)(=[O:30])[O:27][CH2:28][CH3:29])[CH3:24].